Dataset: Ames mutagenicity test results for genotoxicity prediction. Task: Regression/Classification. Given a drug SMILES string, predict its toxicity properties. Task type varies by dataset: regression for continuous values (e.g., LD50, hERG inhibition percentage) or binary classification for toxic/non-toxic outcomes (e.g., AMES mutagenicity, cardiotoxicity, hepatotoxicity). Dataset: ames. (1) The molecule is O=c1c2[nH]c3ccccc3c2nnn1N=Cc1ccc(Cl)cc1. The result is 1 (mutagenic). (2) The result is 0 (non-mutagenic). The drug is CC#N.